This data is from Full USPTO retrosynthesis dataset with 1.9M reactions from patents (1976-2016). The task is: Predict the reactants needed to synthesize the given product. (1) Given the product [Cl:11][C:9]1[CH:8]=[CH:7][C:5]2[N:6]=[C:2]([NH:13][CH3:12])[S:3][C:4]=2[CH:10]=1, predict the reactants needed to synthesize it. The reactants are: Cl[C:2]1[S:3][C:4]2[CH:10]=[C:9]([Cl:11])[CH:8]=[CH:7][C:5]=2[N:6]=1.[CH3:12][NH2:13]. (2) The reactants are: [F:1][C:2]1[CH:10]=[CH:9][CH:8]=[C:7]2[C:3]=1[CH:4]=[CH:5][N:6]2[C@@H:11]1[O:28][C@H:27]([CH2:29][O:30][C:31](=[O:33])[CH3:32])[C@@H:22]([O:23][C:24](=[O:26])[CH3:25])[C@H:17]([O:18][C:19](=[O:21])[CH3:20])[C@H:12]1[O:13][C:14](=[O:16])[CH3:15].CN(C)[CH:36]=[O:37].O(Cl)Cl.[P+3].O. Given the product [F:1][C:2]1[CH:10]=[CH:9][CH:8]=[C:7]2[C:3]=1[C:4]([CH:36]=[O:37])=[CH:5][N:6]2[C@@H:11]1[O:28][C@H:27]([CH2:29][O:30][C:31](=[O:33])[CH3:32])[C@@H:22]([O:23][C:24](=[O:26])[CH3:25])[C@H:17]([O:18][C:19](=[O:21])[CH3:20])[C@H:12]1[O:13][C:14](=[O:16])[CH3:15], predict the reactants needed to synthesize it.